The task is: Predict which catalyst facilitates the given reaction.. This data is from Catalyst prediction with 721,799 reactions and 888 catalyst types from USPTO. (1) Reactant: Cl[C:2]1[CH:7]=[CH:6][N:5]([C:8]2[CH:13]=[CH:12][CH:11]=[CH:10][C:9]=2[Cl:14])[C:4](=O)[C:3]=1[C:16]#[N:17].[OH2:18].[NH2:19][NH2:20]. Product: [NH2:17][C:16]1[C:3]2[C:4](=[O:18])[N:5]([C:8]3[CH:13]=[CH:12][CH:11]=[CH:10][C:9]=3[Cl:14])[CH:6]=[CH:7][C:2]=2[NH:20][N:19]=1. The catalyst class is: 8. (2) The catalyst class is: 20. Reactant: NC(C([C:12]1S[C:14]2C=CC=[CH:17][C:15]=2[N:16]=1)=O)CCCNC(N)=N.C([N:24]1CC(O)[CH2:26][CH:25]1[C:30](O)=O)(=O)C. Product: [CH:25]([N:24]=[C:12]=[N:16][CH:15]([CH3:14])[CH3:17])([CH3:30])[CH3:26]. (3) The catalyst class is: 36. Product: [Br:3][C:4]1[N:5]([C:18]2[C:27]3[C:22](=[CH:23][CH:24]=[CH:25][CH:26]=3)[C:21]([CH:28]3[CH2:30][CH2:29]3)=[CH:20][CH:19]=2)[C:6]([S:9][C:10]([CH3:17])([CH3:16])[C:11]([OH:13])=[O:12])=[N:7][N:8]=1. Reactant: [OH-].[Li+].[Br:3][C:4]1[N:5]([C:18]2[C:27]3[C:22](=[CH:23][CH:24]=[CH:25][CH:26]=3)[C:21]([CH:28]3[CH2:30][CH2:29]3)=[CH:20][CH:19]=2)[C:6]([S:9][C:10]([CH3:17])([CH3:16])[C:11]([O:13]CC)=[O:12])=[N:7][N:8]=1. (4) Reactant: Cl.[CH3:2][O:3][C:4]1[CH:5]=[C:6]2[C:10](=[CH:11][CH:12]=1)[NH:9][N:8]=[C:7]2[C:13]([NH:15][CH2:16][CH:17]1[CH2:22][CH2:21][NH:20][CH2:19][CH2:18]1)=[O:14].C(=O)([O-])[O-].[K+].[K+].Cl[CH2:30][C:31]1[S:32][CH:33]=[C:34]([C:36]([O:38][CH3:39])=[O:37])[N:35]=1. Product: [CH3:2][O:3][C:4]1[CH:5]=[C:6]2[C:10](=[CH:11][CH:12]=1)[NH:9][N:8]=[C:7]2[C:13]([NH:15][CH2:16][CH:17]1[CH2:22][CH2:21][N:20]([CH2:30][C:31]2[S:32][CH:33]=[C:34]([C:36]([O:38][CH3:39])=[O:37])[N:35]=2)[CH2:19][CH2:18]1)=[O:14]. The catalyst class is: 290. (5) Reactant: [CH2:1]([N:8]1[CH:12]=[CH:11][C:10]([NH:13]C(=O)OCC[Si](C)(C)C)=[C:9]1[C:23]1[CH:28]=[CH:27][CH:26]=[CH:25][CH:24]=1)[C:2]1[CH:7]=[CH:6][CH:5]=[CH:4][CH:3]=1.O.[F-].C([N+](CCCC)(CCCC)CCCC)CCC.C1COCC1. Product: [CH2:1]([N:8]1[CH:12]=[CH:11][C:10]([NH2:13])=[C:9]1[C:23]1[CH:28]=[CH:27][CH:26]=[CH:25][CH:24]=1)[C:2]1[CH:3]=[CH:4][CH:5]=[CH:6][CH:7]=1. The catalyst class is: 1. (6) Reactant: S1C=CC(C(Cl)=O)=C1.[S:9]1[CH:13]=[CH:12][C:11]([C:14]([N:16]=[C:17]=[S:18])=[O:15])=[CH:10]1.[CH3:19][O:20][C:21]1[CH:22]=[C:23]2[C:28](=[CH:29][C:30]=1[O:31][CH3:32])[N:27]=[CH:26][CH:25]=[C:24]2[O:33][C:34]1[CH:40]=[CH:39][C:37]([NH2:38])=[C:36]([F:41])[CH:35]=1.C1(C)C=CC=CC=1. Product: [S:9]1[CH:13]=[CH:12][C:11]([C:14]([N:16]=[C:17]=[S:18])=[O:15])=[CH:10]1.[CH3:19][O:20][C:21]1[CH:22]=[C:23]2[C:28](=[CH:29][C:30]=1[O:31][CH3:32])[N:27]=[CH:26][CH:25]=[C:24]2[O:33][C:34]1[CH:40]=[CH:39][C:37]([NH:38][C:17]([NH:16][C:14]([C:11]2[CH:12]=[CH:13][S:9][CH:10]=2)=[O:15])=[S:18])=[C:36]([F:41])[CH:35]=1. The catalyst class is: 8. (7) Reactant: C([O:8][C:9]1[N:14]=[C:13]([O:15]CC2C=CC=CC=2)[C:12]([CH:23]([CH3:25])[CH3:24])=[C:11]([O:26][C:27]2[CH:32]=[C:31]([CH3:33])[CH:30]=[C:29]([CH3:34])[C:28]=2[CH3:35])[N:10]=1)C1C=CC=CC=1.[H][H]. Product: [CH:23]([C:12]1[C:13](=[O:15])[NH:14][C:9](=[O:8])[NH:10][C:11]=1[O:26][C:27]1[CH:32]=[C:31]([CH3:33])[CH:30]=[C:29]([CH3:34])[C:28]=1[CH3:35])([CH3:25])[CH3:24]. The catalyst class is: 604. (8) Reactant: Br[C:2]1[C:7]([C:8]([O:10][CH3:11])=[O:9])=[CH:6][CH:5]=[C:4]([CH3:12])[N:3]=1.[CH2:13]([Sn](CCCC)(CCCC)C=C)[CH2:14]CC. Product: [CH:13]([C:2]1[C:7]([C:8]([O:10][CH3:11])=[O:9])=[CH:6][CH:5]=[C:4]([CH3:12])[N:3]=1)=[CH2:14]. The catalyst class is: 77.